Dataset: Drug-target binding data from BindingDB using IC50 measurements. Task: Regression. Given a target protein amino acid sequence and a drug SMILES string, predict the binding affinity score between them. We predict pIC50 (pIC50 = -log10(IC50 in M); higher means more potent). Dataset: bindingdb_ic50. (1) The small molecule is Cc1ccc(-c2cc(C(F)(F)F)nn2-c2ccc(S(N)(=O)=O)cc2)cc1. The target protein (P35355) has sequence MLFRAVLLCAALALSHAANPCCSNPCQNRGECMSIGFDQYKCDCTRTGFYGENCTTPEFLTRIKLLLKPTPNTVHYILTHFKGVWNIVNNIPFLRNSIMRYVLTSRSHLIDSPPTYNVHYGYKSWEAFSNLSYYTRALPPVADDCPTPMGVKGNKELPDSKEVLEKVLLRREFIPDPQGTNMMFAFFAQHFTHQFFKTDQKRGPGFTRGLGHGVDLNHVYGETLDRQHKLRLFQDGKLKYQVIGGEVYPPTVKDTQVDMIYPPHVPEHLRFAVGQEVFGLVPGLMMYATIWLREHNRVCDILKQEHPEWDDERLFQTSRLILIGETIKIVIEDYVQHLSGYHFKLKFDPELLFNQQFQYQNRIASEFNTLYHWHPLLPDTFNIEDQEYTFKQFLYNNSILLEHGLAHFVESFTRQIAGRVAGGRNVPIAVQAVAKASIDQSREMKYQSLNEYRKRFSLKPYTSFEELTGEKEMAAELKALYHDIDAMELYPALLVEKPRP.... The pIC50 is 6.0. (2) The pIC50 is 7.6. The target protein (Q9H999) has sequence MKIKDAKKPSFPWFGMDIGGTLVKLSYFEPIDITAEEEQEEVESLKSIRKYLTSNVAYGSTGIRDVHLELKDLTLFGRRGNLHFIRFPTQDLPTFIQMGRDKNFSTLQTVLCATGGGAYKFEKDFRTIGNLHLHKLDELDCLVKGLLYIDSVSFNGQAECYYFANASEPERCQKMPFNLDDPYPLLVVNIGSGVSILAVHSKDNYKRVTGTSLGGGTFLGLCSLLTGCESFEEALEMASKGDSTQADKLVRDIYGGDYERFGLPGWAVASSFGNMIYKEKRESVSKEDLARATLVTITNNIGSVARMCAVNEKINRVVFVGNFLRVNTLSMKLLAYALDYWSKGQLKALFLEHEGYFGAVGALLGLPNFS. The compound is CSc1cccc(NC(=O)CCc2c(C)nc3c4cccnc4nn3c2C)c1. (3) The small molecule is Cc1nn2c(CN(C(=O)CN3CCOCC3)c3ccccc3)nnc2c2ccccc12. The target protein (P00748) has sequence MRALLLLGFLLVSLESTLSIPPWEAPKEHKYKAEEHTVVLTVTGEPCHFPFQYHRQLYHKCTHKGRPGPQPWCATTPNFDQDQRWGYCLEPKKVKDHCSKHSPCQKGGTCVNMPSGPHCLCPQHLTGNHCQKEKCFEPQLLRFFHKNEIWYRTEQAAVARCQCKGPDAHCQRLASQACRTNPCLHGGRCLEVEGHRLCHCPVGYTGAFCDVDTKASCYDGRGLSYRGLARTTLSGAPCQPWASEATYRNVTAEQARNWGLGGHAFCRNPDNDIRPWCFVLNRDRLSWEYCDLAQCQTPTQAAPPTPVSPRLHVPLMPAQPAPPKPQPTTRTPPQSQTPGALPAKREQPPSLTRNGPLSCGQRLRKSLSSMTRVVGGLVALRGAHPYIAALYWGHSFCAGSLIAPCWVLTAAHCLQDRPAPEDLTVVLGQERRNHSCEPCQTLAVRSYRLHEAFSPVSYQHDLALLRLQEDADGSCALLSPYVQPVCLPSGAARPSETTLC.... The pIC50 is 4.3. (4) The small molecule is O=C(O)CCCN1C(=O)/C(=C/c2ccc(-c3cc(Cl)ccc3Cl)o2)SC1=S. The target protein (Q99683) has sequence MSTEADEGITFSVPPFAPSGFCTIPEGGICRRGGAAAVGEGEEHQLPPPPPGSFWNVESAAAPGIGCPAATSSSSATRGRGSSVGGGSRRTTVAYVINEASQGQLVVAESEALQSLREACETVGATLETLHFGKLDFGETTVLDRFYNADIAVVEMSDAFRQPSLFYHLGVRESFSMANNIILYCDTNSDSLQSLKEIICQKNTMCTGNYTFVPYMITPHNKVYCCDSSFMKGLTELMQPNFELLLGPICLPLVDRFIQLLKVAQASSSQYFRESILNDIRKARNLYTGKELAAELARIRQRVDNIEVLTADIVINLLLSYRDIQDYDSIVKLVETLEKLPTFDLASHHHVKFHYAFALNRRNLPGDRAKALDIMIPMVQSEGQVASDMYCLVGRIYKDMFLDSNFTDTESRDHGASWFKKAFESEPTLQSGINYAVLLLAAGHQFESSFELRKVGVKLSSLLGKKGNLEKLQSYWEVGFFLGASVLANDHMRVIQASEK.... The pIC50 is 6.5. (5) The drug is Nc1ccc(C2CCN(C3CCCCC3O)CC2)cc1. The target protein (Q16572) has sequence MESAEPAGQARAAATKLSEAVGAALQEPRRQRRLVLVIVCVALLLDNMLYMVIVPIVPDYIAHMRGGGEGPTRTPEVWEPTLPLPTPANASAYTANTSASPTAAWPAGSALRPRYPTESEDVKIGVLFASKAILQLLVNPLSGPFIDRMSYDVPLLIGLGVMFASTVLFAFAEDYATLFAARSLQGLGSAFADTSGIAMIADKYPEEPERSRALGVALAFISFGSLVAPPFGGILYEFAGKRVPFLVLAAVSLFDALLLLAVAKPFSAAARARANLPVGTPIHRLMLDPYIAVVAGALTTCNIPLAFLEPTIATWMKHTMAASEWEMGMAWLPAFVPHVLGVYLTVRLAARYPHLQWLYGALGLAVIGASSCIVPACRSFAPLVVSLCGLCFGIALVDTALLPTLAFLVDVRHVSVYGSVYAIADISYSVAYALGPIVAGHIVHSLGFEQLSLGMGLANLLYAPVLLLLRNVGLLTRSRSERDVLLDEPPQGLYDAVRLR.... The pIC50 is 6.3.